Dataset: Full USPTO retrosynthesis dataset with 1.9M reactions from patents (1976-2016). Task: Predict the reactants needed to synthesize the given product. (1) Given the product [CH:5]([C@H:2]1[CH2:3][CH2:8][S:9](=[O:11])(=[O:10])[NH:1]1)([CH3:7])[CH3:6], predict the reactants needed to synthesize it. The reactants are: [NH2:1][C@@H:2]([CH:5]([CH3:7])[CH3:6])[CH2:3]O.[CH3:8][S:9](Cl)(=[O:11])=[O:10]. (2) Given the product [Cl:30][C:26]1[CH:27]=[C:28]2[C:23](=[CH:24][CH:25]=1)[NH:22][C:21](=[O:31])[C:20]([C@@H:18]([NH:17][C:2]1[N:7]=[C:6]([CH2:8][N:9]3[CH2:13][CH2:12][CH2:11][S:10]3(=[O:15])=[O:14])[CH:5]=[CH:4][N:3]=1)[CH3:19])=[CH:29]2, predict the reactants needed to synthesize it. The reactants are: Cl[C:2]1[N:7]=[C:6]([CH2:8][N:9]2[CH2:13][CH2:12][CH2:11][S:10]2(=[O:15])=[O:14])[CH:5]=[CH:4][N:3]=1.Cl.[NH2:17][C@H:18]([C:20]1[C:21](=[O:31])[NH:22][C:23]2[C:28]([CH:29]=1)=[CH:27][C:26]([Cl:30])=[CH:25][CH:24]=2)[CH3:19].CCN(C(C)C)C(C)C.O. (3) Given the product [Cl:42][C:39]1[CH:38]=[CH:37][C:36]([S:33]([C:31]([C:43]2[CH:48]=[C:47]([F:49])[CH:46]=[CH:45][C:44]=2[F:50])([CH3:32])[CH2:30][CH2:29][CH2:28][CH2:27][OH:26])(=[O:35])=[O:34])=[CH:41][CH:40]=1, predict the reactants needed to synthesize it. The reactants are: [F-].C([N+](CCCC)(CCCC)CCCC)CCC.[Si]([O:26][CH2:27][CH2:28][CH2:29][CH2:30][C:31]([C:43]1[CH:48]=[C:47]([F:49])[CH:46]=[CH:45][C:44]=1[F:50])([S:33]([C:36]1[CH:41]=[CH:40][C:39]([Cl:42])=[CH:38][CH:37]=1)(=[O:35])=[O:34])[CH3:32])(C(C)(C)C)(C)C. (4) The reactants are: [NH:1]1[CH2:5][CH2:4][CH:3]([C:6]2[CH:7]=[C:8]([NH:12][C:13]([N:15]3[C@@H:21]4[CH2:22][N:18]([CH2:19][CH2:20]4)[C:17]4[CH:23]=[CH:24][C:25]([C:27]5[CH:32]=[CH:31][CH:30]=[C:29]([C:33]([F:36])([F:35])[F:34])[CH:28]=5)=[N:26][C:16]3=4)=[O:14])[CH:9]=[CH:10][CH:11]=2)[CH2:2]1.[CH3:37][CH2:38][N:39](C(C)C)C(C)C.C(Cl)(=[O:48])C. Given the product [NH2:39][C:38](=[O:48])[CH2:37][N:1]1[CH2:5][CH2:4][CH:3]([C:6]2[CH:7]=[C:8]([NH:12][C:13]([N:15]3[C@@H:21]4[CH2:22][N:18]([CH2:19][CH2:20]4)[C:17]4[CH:23]=[CH:24][C:25]([C:27]5[CH:32]=[CH:31][CH:30]=[C:29]([C:33]([F:35])([F:34])[F:36])[CH:28]=5)=[N:26][C:16]3=4)=[O:14])[CH:9]=[CH:10][CH:11]=2)[CH2:2]1, predict the reactants needed to synthesize it. (5) Given the product [O:3]=[C:4]([CH3:9])[CH2:5][C:6]([O:7][CH:2]1[CH2:10][CH2:11][CH2:1]1)=[O:8], predict the reactants needed to synthesize it. The reactants are: [CH3:1][C:2]1([CH3:10])[O:7][C:6](=[O:8])[CH:5]=[C:4]([CH3:9])[O:3]1.[CH:11]1(O)CCC1.